This data is from Forward reaction prediction with 1.9M reactions from USPTO patents (1976-2016). The task is: Predict the product of the given reaction. (1) Given the reactants [CH2:1]([C@H:8]([NH:37][C:38](=[O:48])[O:39][C@@H:40]1[C@H:47]2[C@H:43]([O:44][CH2:45][CH2:46]2)[O:42][CH2:41]1)[C@H:9]([OH:36])[CH2:10][N:11]([S:19]([C:22]1[CH:27]=[CH:26][CH:25]=[C:24]([O:28]CC2C=CC=CC=2)[CH:23]=1)(=[O:21])=[O:20])[O:12][CH:13]1[CH2:18][CH2:17][CH2:16][CH2:15][CH2:14]1)[C:2]1[CH:7]=[CH:6][CH:5]=[CH:4][CH:3]=1, predict the reaction product. The product is: [CH2:1]([C@H:8]([NH:37][C:38](=[O:48])[O:39][C@@H:40]1[C@H:47]2[C@H:43]([O:44][CH2:45][CH2:46]2)[O:42][CH2:41]1)[C@H:9]([OH:36])[CH2:10][N:11]([O:12][CH:13]1[CH2:18][CH2:17][CH2:16][CH2:15][CH2:14]1)[S:19]([C:22]1[CH:27]=[CH:26][CH:25]=[C:24]([OH:28])[CH:23]=1)(=[O:21])=[O:20])[C:2]1[CH:3]=[CH:4][CH:5]=[CH:6][CH:7]=1. (2) Given the reactants C([O:5][C:6]([C@:8]1([CH2:25][CH:26]([CH3:28])[CH3:27])[CH2:12][C@@:11]([CH3:19])([C:13]2[N:17]=[C:16]([CH3:18])[O:15][N:14]=2)[C@H:10]([C:20]2[S:21][CH:22]=[CH:23][N:24]=2)[NH:9]1)=[O:7])(C)(C)C.[CH3:29][O:30][C:31]1[CH:32]=[C:33]([CH:37]=[CH:38][C:39]=1[C:40]([CH3:43])([CH3:42])[CH3:41])[C:34](Cl)=[O:35].FC(F)(F)C(O)=O, predict the reaction product. The product is: [CH2:25]([C@@:8]1([C:6]([OH:5])=[O:7])[CH2:12][C@@:11]([CH3:19])([C:13]2[N:17]=[C:16]([CH3:18])[O:15][N:14]=2)[C@H:10]([C:20]2[S:21][CH:22]=[CH:23][N:24]=2)[N:9]1[C:34](=[O:35])[C:33]1[CH:37]=[CH:38][C:39]([C:40]([CH3:41])([CH3:42])[CH3:43])=[C:31]([O:30][CH3:29])[CH:32]=1)[CH:26]([CH3:28])[CH3:27]. (3) Given the reactants [NH2:1][C:2]1[CH:19]=[CH:18][C:5]2[CH2:6][CH2:7][N:8]([C:11]([O:13][C:14]([CH3:17])([CH3:16])[CH3:15])=[O:12])[CH2:9][CH2:10][C:4]=2[CH:3]=1.CCN(CC1C=CC=CC=1)CC.C=CC1C=CC=CC=1.C=CC1C=CC(C=C)=CC=1.[C:50](Cl)(=[O:52])[NH2:51].N1[CH2:59][CH2:58][O:57][CH2:56][CH2:55]1, predict the reaction product. The product is: [N:51]1([C:50]([NH:1][C:2]2[CH:19]=[CH:18][C:5]3[CH2:6][CH2:7][N:8]([C:11]([O:13][C:14]([CH3:16])([CH3:15])[CH3:17])=[O:12])[CH2:9][CH2:10][C:4]=3[CH:3]=2)=[O:52])[CH2:59][CH2:58][O:57][CH2:56][CH2:55]1. (4) Given the reactants S(=O)(=O)(O)O.[K].[C:7]([C:12]([OH:14])=[O:13])#[C:8][C:9]([OH:11])=[O:10].[CH2:15](O)[CH2:16][CH2:17][CH3:18], predict the reaction product. The product is: [CH2:15]([O:10][C:9]([C:8]#[C:7][C:12]([O:14][CH2:12][CH2:7][CH2:8][CH3:9])=[O:13])=[O:11])[CH2:16][CH2:17][CH3:18]. (5) Given the reactants [NH2:1][C@H:2]1[CH2:6][CH2:5][N:4]([C@H:7]2[CH2:12][CH2:11][C@@H:10]([N:13]([CH:15]([CH3:17])[CH3:16])[CH3:14])[CH2:9][C@H:8]2[CH:18]([OH:21])[CH2:19][CH3:20])[C:3]1=[O:22].C(N(CC)CC)C.[F:30][C:31]([F:42])([F:41])[C:32]1[CH:33]=[C:34]([CH:38]=[CH:39][CH:40]=1)[C:35]([OH:37])=[O:36].CN(C(ON1N=NC2C=CC=CC1=2)=[N+](C)C)C.[B-](F)(F)(F)F, predict the reaction product. The product is: [OH:21][CH:18]([C@@H:8]1[CH2:9][C@H:10]([N:13]([CH:15]([CH3:16])[CH3:17])[CH3:14])[CH2:11][CH2:12][C@@H:7]1[N:4]1[CH2:5][CH2:6][CH:2]([NH:1][C:35](=[O:36])[C:34]2[CH:38]=[CH:39][CH:40]=[C:32]([C:31]([F:30])([F:41])[F:42])[CH:33]=2)[C:3]1=[O:22])[CH2:19][CH3:20].[OH:21][C@@H:18]([C@@H:8]1[CH2:9][C@H:10]([N:13]([CH:15]([CH3:17])[CH3:16])[CH3:14])[CH2:11][CH2:12][C@@H:7]1[N:4]1[CH2:5][CH2:6][CH:2]([NH:1][C:35](=[O:37])[C:34]2[CH:38]=[CH:39][CH:40]=[C:32]([C:31]([F:30])([F:42])[F:41])[CH:33]=2)[C:3]1=[O:22])[CH2:19][CH3:20]. (6) The product is: [Br:1][C:2]1[C:10]([O:11][CH3:12])=[C:9]([O:13][CH3:14])[CH:8]=[C:4]2[C:3]=1[NH:15][C:16](=[O:17])[NH:18][C:5]2=[O:6]. Given the reactants [Br:1][C:2]1[C:3]([NH:15][C:16]([NH2:18])=[O:17])=[C:4]([CH:8]=[C:9]([O:13][CH3:14])[C:10]=1[O:11][CH3:12])[C:5](N)=[O:6].Cl, predict the reaction product. (7) The product is: [Br:1][C:2]1[CH:3]=[C:4]([CH2:11][OH:12])[C:5]2[O:9][CH2:8][O:7][C:6]=2[CH:10]=1. Given the reactants [Br:1][C:2]1[CH:3]=[C:4]([C:11](OC)=[O:12])[C:5]2[O:9][CH2:8][O:7][C:6]=2[CH:10]=1.[Li+].[BH4-].CO, predict the reaction product.